From a dataset of Forward reaction prediction with 1.9M reactions from USPTO patents (1976-2016). Predict the product of the given reaction. (1) The product is: [OH:17][C:15]1[C:16]2[N:8]([C:5]3[CH:6]=[CH:7][C:2]([C:29]4[CH:30]=[CH:31][CH:32]=[CH:33][C:28]=4[OH:27])=[CH:3][CH:4]=3)[CH:9]=[CH:10][C:11]=2[NH:12][C:13](=[O:26])[C:14]=1[C:18]1[CH:25]=[CH:24][C:21]([C:22]#[N:23])=[CH:20][CH:19]=1. Given the reactants Br[C:2]1[CH:7]=[CH:6][C:5]([N:8]2[C:16]3[C:15]([OH:17])=[C:14]([C:18]4[CH:25]=[CH:24][C:21]([C:22]#[N:23])=[CH:20][CH:19]=4)[C:13](=[O:26])[NH:12][C:11]=3[CH:10]=[CH:9]2)=[CH:4][CH:3]=1.[OH:27][C:28]1[CH:33]=[CH:32][CH:31]=[CH:30][C:29]=1B(O)O.C([O-])([O-])=O.[Cs+].[Cs+], predict the reaction product. (2) Given the reactants [NH2:1][CH:2]([CH:10]([OH:26])[CH2:11][N:12]1[CH2:17][CH2:16][CH:15]([CH2:18][C:19]2[CH:24]=[CH:23][C:22]([F:25])=[CH:21][CH:20]=2)[CH2:14][CH2:13]1)[CH2:3][C:4]1[CH:9]=[CH:8][CH:7]=[CH:6][CH:5]=1.[C:27]([C:29]1[CH:30]=[C:31]([N:35]=[C:36]=[O:37])[CH:32]=[CH:33][CH:34]=1)#[N:28], predict the reaction product. The product is: [C:27]([C:29]1[CH:30]=[C:31]([NH:35][C:36]([NH:1][CH:2]([CH2:3][C:4]2[CH:5]=[CH:6][CH:7]=[CH:8][CH:9]=2)[CH:10]([OH:26])[CH2:11][N:12]2[CH2:13][CH2:14][CH:15]([CH2:18][C:19]3[CH:24]=[CH:23][C:22]([F:25])=[CH:21][CH:20]=3)[CH2:16][CH2:17]2)=[O:37])[CH:32]=[CH:33][CH:34]=1)#[N:28]. (3) Given the reactants [Cl:1][C:2]1[C:3]([C:23]2[N:27]3[CH:28]=[CH:29][CH:30]=[CH:31][C:26]3=[N:25][CH:24]=2)=[N:4][C:5]([NH:8][C:9]2[CH:14]=[CH:13][C:12]([N:15]3[CH2:20][CH2:19][NH:18][CH2:17][CH2:16]3)=[CH:11][C:10]=2[O:21][CH3:22])=[N:6][CH:7]=1.C([O:35][C@@H:36]([CH3:40])[C:37](Cl)=[O:38])(=O)C, predict the reaction product. The product is: [Cl:1][C:2]1[C:3]([C:23]2[N:27]3[CH:28]=[CH:29][CH:30]=[CH:31][C:26]3=[N:25][CH:24]=2)=[N:4][C:5]([NH:8][C:9]2[CH:14]=[CH:13][C:12]([N:15]3[CH2:16][CH2:17][N:18]([C:37](=[O:38])[C@@H:36]([OH:35])[CH3:40])[CH2:19][CH2:20]3)=[CH:11][C:10]=2[O:21][CH3:22])=[N:6][CH:7]=1. (4) Given the reactants [O:1]([CH2:19][CH2:20][O:21][CH2:22][CH2:23][NH:24][C:25]([C:27]1([F:35])[CH2:34][CH2:33][CH2:32][CH2:31][CH2:30][C:29]#[C:28]1)=[O:26])[CH2:2][CH2:3][O:4][CH2:5][CH2:6][NH:7][C:8]([C:10]1([F:18])[CH2:17][CH2:16][CH2:15][CH2:14][CH2:13][C:12]#[C:11]1)=[O:9].[N:36]([C:39]1[CH:58]=[CH:57][C:42]([CH2:43][N:44]2[C:49](=[O:50])[C:48]([Br:51])=[C:47]([Br:52])[C:46](=[O:53])[N:45]2[CH2:54][C:55]#[CH:56])=[CH:41][CH:40]=1)=[N+:37]=[N-:38], predict the reaction product. The product is: [Br:52][C:47]1[C:46](=[O:53])[N:45]([CH2:54][C:55]#[CH:56])[N:44]([CH2:43][C:42]2[CH:41]=[CH:40][C:39]([N:36]3[C:16]4[CH2:15][CH2:14][CH2:13][CH2:12][CH2:11][C:10]([F:18])([C:8]([NH:7][CH2:6][CH2:5][O:4][CH2:3][CH2:2][O:1][CH2:19][CH2:20][O:21][CH2:22][CH2:23][NH:24][C:25]([C:27]5([F:35])[CH2:34][CH2:33][CH2:32][CH2:31][CH2:30][C:29]#[C:28]5)=[O:26])=[O:9])[C:17]=4[N:38]=[N:37]3)=[CH:58][CH:57]=2)[C:49](=[O:50])[C:48]=1[Br:51]. (5) Given the reactants [C:1]([O:4][CH2:5][CH3:6])(=[O:3])[CH3:2].[Li+].C[Si]([N-][Si](C)(C)C)(C)C.[C:17]([O:21][C:22]([N:24]1[CH2:29][CH2:28][C:27](=[O:30])[CH2:26][CH2:25]1)=[O:23])([CH3:20])([CH3:19])[CH3:18], predict the reaction product. The product is: [C:17]([O:21][C:22]([N:24]1[CH2:29][CH2:28][C:27]([CH2:2][C:1]([O:4][CH2:5][CH3:6])=[O:3])([OH:30])[CH2:26][CH2:25]1)=[O:23])([CH3:20])([CH3:18])[CH3:19]. (6) Given the reactants Cl.[NH:2]1[CH2:6][CH2:5][C@@H:4]([NH:7][C:8]([C:10]2[C:14]3[N:15]=[CH:16][N:17]=[C:18]([C:19]4[CH:24]=[C:23]([F:25])[C:22]([O:26][CH3:27])=[CH:21][C:20]=4[O:28][CH2:29][CH:30]4[CH2:32][CH2:31]4)[C:13]=3[NH:12][CH:11]=2)=[O:9])[CH2:3]1.Cl[C:34]([CH2:36][O:37]C(=O)C)=[O:35], predict the reaction product. The product is: [OH:37][CH2:36][C:34]([N:2]1[CH2:6][CH2:5][C@@H:4]([NH:7][C:8]([C:10]2[C:14]3[N:15]=[CH:16][N:17]=[C:18]([C:19]4[CH:24]=[C:23]([F:25])[C:22]([O:26][CH3:27])=[CH:21][C:20]=4[O:28][CH2:29][CH:30]4[CH2:31][CH2:32]4)[C:13]=3[NH:12][CH:11]=2)=[O:9])[CH2:3]1)=[O:35]. (7) Given the reactants [CH:1]([N:4]1[C:9](=[O:10])[CH:8]=[CH:7][C:6]([C:11]2[C:12]([C:19]3[CH:24]=[CH:23][CH:22]=[CH:21][CH:20]=3)=[N:13][C:14]([S:17][CH3:18])=[N:15][CH:16]=2)=[N:5]1)([CH3:3])[CH3:2].C(Cl)(Cl)Cl.C(O)(=[O:31])C, predict the reaction product. The product is: [CH:1]([N:4]1[C:9](=[O:10])[CH:8]=[CH:7][C:6]([C:11]2[C:12]([C:19]3[CH:24]=[CH:23][CH:22]=[CH:21][CH:20]=3)=[N:13][C:14]([S:17]([CH3:18])=[O:31])=[N:15][CH:16]=2)=[N:5]1)([CH3:3])[CH3:2].